Dataset: Catalyst prediction with 721,799 reactions and 888 catalyst types from USPTO. Task: Predict which catalyst facilitates the given reaction. Reactant: CO[CH:3](OC)[CH2:4][NH:5][C:6]1[C:12]2[CH:13]=[CH:14][CH:15]=[CH:16][C:11]=2[NH:10][C:9]2[N:17]=[CH:18][CH:19]=[CH:20][C:8]=2[N:7]=1. Product: [N:5]1[CH:4]=[CH:3][N:7]2[C:6]=1[C:12]1[CH:13]=[CH:14][CH:15]=[CH:16][C:11]=1[NH:10][C:9]1[N:17]=[CH:18][CH:19]=[CH:20][C:8]2=1. The catalyst class is: 15.